Task: Predict the reactants needed to synthesize the given product.. Dataset: Full USPTO retrosynthesis dataset with 1.9M reactions from patents (1976-2016) (1) Given the product [CH2:1]([N:5]([CH2:6][CH:7]([CH3:9])[CH3:8])[C:33]([C:27]1[C:28]2[C:29](=[O:32])[C:30]3[C:21](=[CH:20][CH:19]=[C:18]([CH3:17])[CH:31]=3)[S:22][C:23]=2[CH:24]=[CH:25][CH:26]=1)=[O:34])[CH:2]([CH3:4])[CH3:3], predict the reactants needed to synthesize it. The reactants are: [CH2:1]([NH:5][CH2:6][CH:7]([CH3:9])[CH3:8])[CH:2]([CH3:4])[CH3:3].C1(C)C=CC=CC=1.[CH3:17][C:18]1[CH:31]=[C:30]2[C:21]([S:22][C:23]3[CH:24]=[CH:25][CH:26]=[C:27]([C:33](Cl)=[O:34])[C:28]=3[C:29]2=[O:32])=[CH:20][CH:19]=1. (2) The reactants are: [Br:1][C:2]1[C:6](=[O:7])[N:5]([C:8]2[CH:13]=[CH:12][CH:11]=[CH:10][CH:9]=2)[N:4]([CH3:14])[C:3]=1[CH2:15][N:16]1[CH2:21][CH2:20][C:19]([C:24]2[CH:29]=[CH:28][CH:27]=[CH:26][CH:25]=2)([C:22]#[N:23])[CH2:18][CH2:17]1.S(=O)(=O)(O)[OH:31]. Given the product [Br:1][C:2]1[C:6](=[O:7])[N:5]([C:8]2[CH:9]=[CH:10][CH:11]=[CH:12][CH:13]=2)[N:4]([CH3:14])[C:3]=1[CH2:15][N:16]1[CH2:17][CH2:18][C:19]([C:24]2[CH:25]=[CH:26][CH:27]=[CH:28][CH:29]=2)([C:22]([NH2:23])=[O:31])[CH2:20][CH2:21]1, predict the reactants needed to synthesize it. (3) Given the product [C:36]([C:38](=[CH:16][C:13]1[CH:14]=[CH:15][C:10]([C:8](=[O:9])[C:7]([NH:6][C:4](=[O:5])[C:3]2[C:2]([F:1])=[CH:23][CH:22]=[CH:21][C:20]=2[F:24])([CH3:19])[CH3:18])=[CH:11][CH:12]=1)[C:39]([O:41][CH2:42][CH3:31])=[O:40])#[N:37], predict the reactants needed to synthesize it. The reactants are: [F:1][C:2]1[CH:23]=[CH:22][CH:21]=[C:20]([F:24])[C:3]=1[C:4]([NH:6][C:7]([CH3:19])([CH3:18])[C:8]([C:10]1[CH:15]=[CH:14][C:13]([CH:16]=O)=[CH:12][CH:11]=1)=[O:9])=[O:5].S([O-])([O-])(=O)=O.[Mg+2].[C:31]([O-])(=O)C.[NH4+].[C:36]([CH2:38][C:39]([O:41][CH3:42])=[O:40])#[N:37]. (4) Given the product [CH3:21][O:20][C:17]1[CH:18]=[C:19]2[C:14](=[CH:15][C:16]=1[O:22][CH3:23])[N:13]([CH2:24][CH2:25][N:47]1[CH2:48][CH2:49][N:44]([CH3:43])[CH2:45][CH2:46]1)[CH:12]=[C:11]2[C:9]1[N:8]([S:27]([C:30]2[CH:35]=[CH:34][C:33]([CH3:36])=[CH:32][CH:31]=2)(=[O:29])=[O:28])[C:5]2=[N:6][CH:7]=[C:2]([F:1])[CH:3]=[C:4]2[CH:10]=1, predict the reactants needed to synthesize it. The reactants are: [F:1][C:2]1[CH:3]=[C:4]2[CH:10]=[C:9]([C:11]3[C:19]4[C:14](=[CH:15][C:16]([O:22][CH3:23])=[C:17]([O:20][CH3:21])[CH:18]=4)[N:13]([CH2:24][CH2:25]I)[CH:12]=3)[N:8]([S:27]([C:30]3[CH:35]=[CH:34][C:33]([CH3:36])=[CH:32][CH:31]=3)(=[O:29])=[O:28])[C:5]2=[N:6][CH:7]=1.C(=O)([O-])[O-].[K+].[K+].[CH3:43][N:44]1[CH2:49][CH2:48][NH:47][CH2:46][CH2:45]1. (5) The reactants are: [Al+3].[Cl-].[Cl-].[Cl-].[CH3:5][O:6][C:7]1[CH:12]=[C:11]([O:13][CH3:14])[CH:10]=[C:9]([O:15][CH3:16])[CH:8]=1.Cl[C:18](=[O:25])[CH2:19][CH2:20][C:21]([O:23][CH3:24])=[O:22].C(Cl)Cl. Given the product [O:25]=[C:18]([C:8]1[C:9]([O:15][CH3:16])=[CH:10][C:11]([O:13][CH3:14])=[CH:12][C:7]=1[O:6][CH3:5])[CH2:19][CH2:20][C:21]([O:23][CH3:24])=[O:22], predict the reactants needed to synthesize it. (6) Given the product [CH3:12][C:11]1[CH:10]=[C:9]([CH3:13])[CH:8]=[C:7]([CH3:14])[C:6]=1[S:3]([O-:5])(=[O:4])=[O:2].[NH2:1][N+:26]1[CH:27]=[CH:28][C:23]([O:22][CH2:21][C:15]2[CH:16]=[CH:17][CH:18]=[CH:19][CH:20]=2)=[CH:24][CH:25]=1, predict the reactants needed to synthesize it. The reactants are: [NH2:1][O:2][S:3]([C:6]1[C:11]([CH3:12])=[CH:10][C:9]([CH3:13])=[CH:8][C:7]=1[CH3:14])(=[O:5])=[O:4].[C:15]1([CH2:21][O:22][C:23]2[CH:28]=[CH:27][N:26]=[CH:25][CH:24]=2)[CH:20]=[CH:19][CH:18]=[CH:17][CH:16]=1. (7) Given the product [CH3:16][C:15]1[NH:7][C:8]2=[CH:9][N:10]=[C:11]([C:17]3[CH:22]=[CH:21][CH:20]=[CH:19][CH:18]=3)[CH:12]=[C:13]2[CH:14]=1, predict the reactants needed to synthesize it. The reactants are: C(OC(=O)[NH:7][C:8]1[CH:9]=[N:10][C:11]([C:17]2[CH:22]=[CH:21][CH:20]=[CH:19][CH:18]=2)=[CH:12][C:13]=1[C:14]#[C:15][CH3:16])(C)(C)C.C1CCN2C(=NCCC2)CC1. (8) Given the product [CH:32]([N:25]1[CH2:31][CH2:30][CH2:29][N:28]([C:2]2[N:7]3[N:8]=[C:9]([CH3:11])[CH:10]=[C:6]3[N:5]=[C:4]([NH:12][C:13](=[O:24])[C:14]3[CH:19]=[CH:18][C:17]([C:20]([OH:23])([CH3:22])[CH3:21])=[CH:16][CH:15]=3)[CH:3]=2)[CH2:27][CH2:26]1)=[O:33], predict the reactants needed to synthesize it. The reactants are: Cl[C:2]1[N:7]2[N:8]=[C:9]([CH3:11])[CH:10]=[C:6]2[N:5]=[C:4]([NH:12][C:13](=[O:24])[C:14]2[CH:19]=[CH:18][C:17]([C:20]([OH:23])([CH3:22])[CH3:21])=[CH:16][CH:15]=2)[CH:3]=1.[N:25]1([CH:32]=[O:33])[CH2:31][CH2:30][CH2:29][NH:28][CH2:27][CH2:26]1. (9) Given the product [CH2:19]([O:25][CH2:26][CH2:27][NH:28][S:13]([C:11]1[CH:12]=[C:7]([C:6]2[C:2]([CH3:1])=[N:3][O:4][C:5]=2[CH3:18])[CH:8]=[CH:9][C:10]=1[CH3:17])(=[O:14])=[O:15])[CH2:20][O:21][CH2:22][CH2:23][NH:24][S:13]([C:11]1[CH:12]=[C:7]([C:6]2[C:2]([CH3:1])=[N:3][O:4][C:5]=2[CH3:18])[CH:8]=[CH:9][C:10]=1[CH3:17])(=[O:15])=[O:14], predict the reactants needed to synthesize it. The reactants are: [CH3:1][C:2]1[C:6]([C:7]2[CH:8]=[CH:9][C:10]([CH3:17])=[C:11]([S:13](Cl)(=[O:15])=[O:14])[CH:12]=2)=[C:5]([CH3:18])[O:4][N:3]=1.[CH2:19]([O:25][CH2:26][CH2:27][NH2:28])[CH2:20][O:21][CH2:22][CH2:23][NH2:24].